This data is from Full USPTO retrosynthesis dataset with 1.9M reactions from patents (1976-2016). The task is: Predict the reactants needed to synthesize the given product. (1) Given the product [C:23]([N:15]([C:12]1[N:13]=[CH:14][C:6]2[C:5]3[S:27][C:2]([C:36](=[O:37])[NH:35][C:30]4[CH:31]=[CH:32][CH:33]=[CH:34][C:29]=4[Cl:28])=[CH:3][C:4]=3[CH2:10][CH2:9][O:8][C:7]=2[CH:11]=1)[C:16](=[O:22])[O:17][C:18]([CH3:19])([CH3:20])[CH3:21])([CH3:24])([CH3:26])[CH3:25], predict the reactants needed to synthesize it. The reactants are: Br[C:2]1[S:27][C:5]2[C:6]3[CH:14]=[N:13][C:12]([N:15]([C:23]([CH3:26])([CH3:25])[CH3:24])[C:16](=[O:22])[O:17][C:18]([CH3:21])([CH3:20])[CH3:19])=[CH:11][C:7]=3[O:8][CH2:9][CH2:10][C:4]=2[CH:3]=1.[Cl:28][C:29]1[CH:34]=[CH:33][CH:32]=[CH:31][C:30]=1[N:35]=[C:36]=[O:37]. (2) The reactants are: [Cl:1][C:2]1[N:7]=[C:6]([CH2:8][OH:9])[CH:5]=[CH:4][C:3]=1[O:10][CH2:11][CH2:12][CH3:13].[CH:14]([Si:17](Cl)([CH:21]([CH3:23])[CH3:22])[CH:18]([CH3:20])[CH3:19])([CH3:16])[CH3:15].N1C=CN=C1. Given the product [Cl:1][C:2]1[C:3]([O:10][CH2:11][CH2:12][CH3:13])=[CH:4][CH:5]=[C:6]([CH2:8][O:9][Si:17]([CH:21]([CH3:23])[CH3:22])([CH:18]([CH3:20])[CH3:19])[CH:14]([CH3:16])[CH3:15])[N:7]=1, predict the reactants needed to synthesize it. (3) Given the product [CH3:1][O:2][C:3]1[CH:10]=[C:9]([O:11][CH3:12])[C:8]([C:13]2[S:14][C:15]([CH3:18])=[CH:16][CH:17]=2)=[CH:7][C:4]=1/[CH:5]=[CH:20]/[C:19]([C:22]1[CH:30]=[CH:29][C:25]([C:26]([OH:28])=[O:27])=[CH:24][CH:23]=1)=[O:21], predict the reactants needed to synthesize it. The reactants are: [CH3:1][O:2][C:3]1[CH:10]=[C:9]([O:11][CH3:12])[C:8]([C:13]2[S:14][C:15]([CH3:18])=[CH:16][CH:17]=2)=[CH:7][C:4]=1[CH:5]=O.[C:19]([C:22]1[CH:30]=[CH:29][C:25]([C:26]([OH:28])=[O:27])=[CH:24][CH:23]=1)(=[O:21])[CH3:20]. (4) Given the product [CH3:31][O:30][C:23]1[CH:22]=[CH:21][C:20]([B:10]2[O:11][C:12]([CH3:17])([CH3:18])[C:13]([CH3:15])([CH3:16])[O:14]2)=[CH:25][C:24]=1[S:26]([NH2:29])(=[O:28])=[O:27], predict the reactants needed to synthesize it. The reactants are: [B:10]1([B:10]2[O:14][C:13]([CH3:16])([CH3:15])[C:12]([CH3:18])([CH3:17])[O:11]2)[O:14][C:13]([CH3:16])([CH3:15])[C:12]([CH3:18])([CH3:17])[O:11]1.Br[C:20]1[CH:21]=[CH:22][C:23]([O:30][CH3:31])=[C:24]([S:26]([NH2:29])(=[O:28])=[O:27])[CH:25]=1.C([O-])(=O)C.[K+]. (5) The reactants are: [CH2:1]([C:3]1[CH:4]=[C:5]2[C:9](=[CH:10][CH:11]=1)[NH:8][CH2:7][CH2:6]2)[CH3:2].[N+:12]([O-])([O-:14])=[O:13].[K+].[OH-].[Na+]. Given the product [CH2:1]([C:3]1[CH:4]=[C:5]2[C:9](=[CH:10][C:11]=1[N+:12]([O-:14])=[O:13])[NH:8][CH2:7][CH2:6]2)[CH3:2], predict the reactants needed to synthesize it. (6) Given the product [Cl:1][C:2]1[CH:3]=[C:4]([CH:16]=[CH:17][CH:18]=1)[C:5]([NH:7][C:8]1[C:9]([N:19]2[CH2:24][CH2:23][NH:22][CH2:21][CH2:20]2)=[N:10][CH:11]=[C:12]([Cl:14])[CH:13]=1)=[O:6], predict the reactants needed to synthesize it. The reactants are: [Cl:1][C:2]1[CH:3]=[C:4]([CH:16]=[CH:17][CH:18]=1)[C:5]([NH:7][C:8]1[C:9](Cl)=[N:10][CH:11]=[C:12]([Cl:14])[CH:13]=1)=[O:6].[NH:19]1[CH2:24][CH2:23][NH:22][CH2:21][CH2:20]1. (7) The reactants are: Cl[CH2:2][C:3]1[N:4]=[C:5]([CH3:8])[S:6][CH:7]=1.[CH2:9]([O:11][CH:12]([O:15][CH2:16][CH3:17])[CH2:13][NH2:14])[CH3:10]. Given the product [CH2:9]([O:11][CH:12]([O:15][CH2:16][CH3:17])[CH2:13][NH:14][CH2:2][C:3]1[N:4]=[C:5]([CH3:8])[S:6][CH:7]=1)[CH3:10], predict the reactants needed to synthesize it.